From a dataset of Retrosynthesis with 50K atom-mapped reactions and 10 reaction types from USPTO. Predict the reactants needed to synthesize the given product. (1) Given the product Cc1ncc(-c2ccc(Cl)cc2)cc1C(=O)OC(C)(C)C, predict the reactants needed to synthesize it. The reactants are: CC(C)(C)[O-].Cc1ncc(-c2ccc(Cl)cc2)cc1C(=O)Cl. (2) Given the product CCOC(=O)c1coc2cc(O)ccc12, predict the reactants needed to synthesize it. The reactants are: CCOC(=O)c1coc2cc(OC)ccc12. (3) Given the product COc1cc(Br)cc(/C=C/C(=O)O)c1, predict the reactants needed to synthesize it. The reactants are: C=CC(=O)O.COc1cc(Br)cc(Br)c1. (4) Given the product O=C(NCc1cccnc1)c1ccc2c(c1)ncn2-c1ccc(OC2CC(CO)C2)cc1, predict the reactants needed to synthesize it. The reactants are: COC(=O)C1CC(Oc2ccc(-n3cnc4cc(C(=O)NCc5cccnc5)ccc43)cc2)C1. (5) The reactants are: CC(=O)c1cc2cccnc2n1-c1cccc(F)c1.[BH3-]C#N. Given the product CC(N)c1cc2cccnc2n1-c1cccc(F)c1, predict the reactants needed to synthesize it. (6) Given the product CCCCCCCCCCCCCCCCC(OC(=O)[C@@H](N)C(C)C)C(=O)OC[C@H]1O[C@@H](n2cnc3c(=O)[nH]c(N)nc32)C[C@@H]1F, predict the reactants needed to synthesize it. The reactants are: CCCCCCCCCCCCCCCCC(OC(=O)[C@@H](NC(=O)OCC1c2ccccc2-c2ccccc21)C(C)C)C(=O)OC[C@H]1O[C@@H](n2cnc3c(=O)[nH]c(N)nc32)C[C@@H]1F. (7) Given the product CN(C(=O)OC(C)(C)C)[C@H](Cc1ccc(O)cc1)C(=O)Nc1cc2[nH]c(-c3ccccc3)c3cn[nH]c(=O)c(c1)c23, predict the reactants needed to synthesize it. The reactants are: CN(C(=O)OC(C)(C)C)[C@H](Cc1ccc(O)cc1)C(=O)O.Nc1cc2[nH]c(-c3ccccc3)c3cn[nH]c(=O)c(c1)c23.